From a dataset of Catalyst prediction with 721,799 reactions and 888 catalyst types from USPTO. Predict which catalyst facilitates the given reaction. (1) Product: [C:23]([O:27][C:28]([NH:4][C:3]1[C:2]([Cl:1])=[CH:8][C:7]([O:9][CH3:10])=[C:6]([O:11][CH2:12][C:13]2[C:18]([O:19][CH3:20])=[CH:17][CH:16]=[C:15]([F:21])[C:14]=2[F:22])[CH:5]=1)=[O:29])([CH3:26])([CH3:25])[CH3:24]. The catalyst class is: 453. Reactant: [Cl:1][C:2]1[CH:8]=[C:7]([O:9][CH3:10])[C:6]([O:11][CH2:12][C:13]2[C:18]([O:19][CH3:20])=[CH:17][CH:16]=[C:15]([F:21])[C:14]=2[F:22])=[CH:5][C:3]=1[NH2:4].[C:23]([O:27][C:28](O[C:28]([O:27][C:23]([CH3:26])([CH3:25])[CH3:24])=[O:29])=[O:29])([CH3:26])([CH3:25])[CH3:24].Cl. (2) Reactant: [Cl:1][C:2]1[CH:7]=[CH:6][CH:5]=[CH:4][C:3]=1[CH2:8][CH2:9][CH2:10][CH:11]=[O:12].CC(=CC)C.O.O.P([O-])(O)(O)=[O:21].[Na+].Cl([O-])=O.[Na+].Cl. Product: [Cl:1][C:2]1[CH:7]=[CH:6][CH:5]=[CH:4][C:3]=1[CH2:8][CH2:9][CH2:10][C:11]([OH:21])=[O:12]. The catalyst class is: 371.